Predict which catalyst facilitates the given reaction. From a dataset of Catalyst prediction with 721,799 reactions and 888 catalyst types from USPTO. (1) Reactant: [CH2:1]([O:3][C:4]([N:6]1[CH2:11][CH2:10][N:9]([C:12](=[O:43])[C@@H:13]([NH:19][C:20]([C:22]2[CH:26]=[C:25]([O:27][C:28]3([C:32](OCC)=[O:33])[CH2:31][CH2:30][CH2:29]3)[N:24]([C:37]3[CH:42]=[CH:41][CH:40]=[CH:39][CH:38]=3)[N:23]=2)=[O:21])[CH2:14][CH2:15][C:16]([OH:18])=[O:17])[CH2:8][CH2:7]1)=[O:5])[CH3:2].[NH3:44]. Product: [CH2:1]([O:3][C:4]([N:6]1[CH2:11][CH2:10][N:9]([C:12](=[O:43])[C@@H:13]([NH:19][C:20]([C:22]2[CH:26]=[C:25]([O:27][C:28]3([C:32](=[O:33])[NH2:44])[CH2:29][CH2:30][CH2:31]3)[N:24]([C:37]3[CH:38]=[CH:39][CH:40]=[CH:41][CH:42]=3)[N:23]=2)=[O:21])[CH2:14][CH2:15][C:16]([OH:18])=[O:17])[CH2:8][CH2:7]1)=[O:5])[CH3:2]. The catalyst class is: 5. (2) Reactant: [H-].[Na+].[C:3]([O:7][C:8](=[O:41])[NH:9][CH2:10][C:11]1[CH:40]=[CH:39][C:14]2[N:15]([CH2:34][CH2:35][CH:36]([CH3:38])[CH3:37])[C:16]([CH2:18][N:19]3[C:28]4[C:23](=[CH:24][CH:25]=[CH:26][CH:27]=4)[C:22](=[O:29])[N:21]([CH:30]4[CH2:32][CH2:31]4)[C:20]3=[O:33])=[N:17][C:13]=2[CH:12]=1)([CH3:6])([CH3:5])[CH3:4].I[CH3:43]. Product: [C:3]([O:7][C:8](=[O:41])[N:9]([CH2:10][C:11]1[CH:40]=[CH:39][C:14]2[N:15]([CH2:34][CH2:35][CH:36]([CH3:37])[CH3:38])[C:16]([CH2:18][N:19]3[C:28]4[C:23](=[CH:24][CH:25]=[CH:26][CH:27]=4)[C:22](=[O:29])[N:21]([CH:30]4[CH2:32][CH2:31]4)[C:20]3=[O:33])=[N:17][C:13]=2[CH:12]=1)[CH3:43])([CH3:5])([CH3:4])[CH3:6]. The catalyst class is: 3. (3) Reactant: [C:1]1([N:7]([C:12]2[CH:17]=[CH:16][CH:15]=[CH:14][CH:13]=2)[C:8](=O)[CH2:9][Br:10])[CH:6]=[CH:5][CH:4]=[CH:3][CH:2]=1.C(O)(=O)C. Product: [Br:10][CH2:9][CH2:8][N:7]([C:12]1[CH:17]=[CH:16][CH:15]=[CH:14][CH:13]=1)[C:1]1[CH:6]=[CH:5][CH:4]=[CH:3][CH:2]=1. The catalyst class is: 36. (4) The catalyst class is: 62. Product: [CH2:66]([C:65]1[CH:64]=[CH:63][C:57]([C:58]([N:60]([CH3:61])[CH3:62])=[O:59])=[CH:56][C:55]=1[NH:54][C:44]1[N:49]=[CH:48][C:47]2[N:50]=[CH:51][N:52]([CH3:53])[C:46]=2[CH:45]=1)[CH3:67]. Reactant: C1(P(C2C=CC=CC=2)C2C3OC4C(=CC=CC=4P(C4C=CC=CC=4)C4C=CC=CC=4)C(C)(C)C=3C=CC=2)C=CC=CC=1.Cl[C:44]1[N:49]=[CH:48][C:47]2[N:50]=[CH:51][N:52]([CH3:53])[C:46]=2[CH:45]=1.[NH2:54][C:55]1[CH:56]=[C:57]([CH:63]=[CH:64][C:65]=1[CH2:66][CH3:67])[C:58]([N:60]([CH3:62])[CH3:61])=[O:59].CC(C)([O-])C.[Na+]. (5) Product: [OH:6][CH:7]([CH2:13][C:14](=[O:39])/[CH:15]=[CH:16]/[C:17]1([C:31]2[CH:36]=[CH:35][CH:34]=[C:33]([O:37][CH3:38])[CH:32]=2)[CH2:22][CH2:21][N:20]([C:23]2[CH:28]=[CH:27][CH:26]=[CH:25][C:24]=2[O:29][CH3:30])[CH2:19][CH2:18]1)[CH2:8][C:9]([O:11][CH3:12])=[O:10]. The catalyst class is: 10. Reactant: C([Si](C)(C)[O:6][CH:7]([CH2:13][C:14](=[O:39])/[CH:15]=[CH:16]/[C:17]1([C:31]2[CH:36]=[CH:35][CH:34]=[C:33]([O:37][CH3:38])[CH:32]=2)[CH2:22][CH2:21][N:20]([C:23]2[CH:28]=[CH:27][CH:26]=[CH:25][C:24]=2[O:29][CH3:30])[CH2:19][CH2:18]1)[CH2:8][C:9]([O:11][CH3:12])=[O:10])(C)(C)C.F.C(=O)([O-])O.[Na+]. (6) Reactant: CON(C)[C:4]([CH:6]1[CH2:9][CH:8]([CH2:10][CH:11]([CH2:14][CH3:15])[CH2:12][CH3:13])[CH2:7]1)=[O:5].[H-].C([Al+]CC(C)C)C(C)C.S(=O)(=O)(O)O. Product: [CH2:14]([CH:11]([CH2:12][CH3:13])[CH2:10][CH:8]1[CH2:9][CH:6]([CH:4]=[O:5])[CH2:7]1)[CH3:15]. The catalyst class is: 2.